From a dataset of Reaction yield outcomes from USPTO patents with 853,638 reactions. Predict the reaction yield, written as a fraction of the theoretical maximum amount of product (1.0 means a 100% yield; for example, 0.34 means a 34% yield). (1) The reactants are C([O:3][C:4]([C@@:6]12[CH2:24][C@H:23]1[CH:22]=[CH:21][CH2:20][CH2:19][CH2:18][CH2:17][CH2:16][C@H:15]([NH:25][C:26]([O:28][C:29]([CH3:32])([CH3:31])[CH3:30])=[O:27])[C:14](=[O:33])[N:13]1[C@@H:9]([CH2:10][CH2:11][CH2:12]1)[C:8](=[O:34])[NH:7]2)=[O:5])C.CO.O[Li].O.Cl. The catalyst is C1COCC1.O. The product is [C:29]([O:28][C:26]([NH:25][C@@H:15]1[C:14](=[O:33])[N:13]2[C@@H:9]([CH2:10][CH2:11][CH2:12]2)[C:8](=[O:34])[NH:7][C@@:6]2([C:4]([OH:5])=[O:3])[C@@H:23]([CH2:24]2)[CH:22]=[CH:21][CH2:20][CH2:19][CH2:18][CH2:17][CH2:16]1)=[O:27])([CH3:32])([CH3:30])[CH3:31]. The yield is 0.990. (2) The yield is 0.900. The reactants are [CH3:1][N:2]([CH3:15])[CH2:3][CH2:4][O:5][C:6]1[CH:11]=[N:10][C:9]([N+:12]([O-])=O)=[CH:8][N:7]=1. The catalyst is [Pd].CO. The product is [CH3:1][N:2]([CH3:15])[CH2:3][CH2:4][O:5][C:6]1[N:7]=[CH:8][C:9]([NH2:12])=[N:10][CH:11]=1. (3) The reactants are C(O)(C)C.[F:5][C:6]1[CH:11]=[CH:10][CH:9]=[C:8]([F:12])[C:7]=1[N:13]1[C:18]2[N:19]=[C:20]([NH:38][CH2:39][C:40]3[NH:41][CH:42]=[CH:43][N:44]=3)[N:21]=[C:22]([C:23]3[CH:24]=[C:25]([CH:34]=[CH:35][C:36]=3[CH3:37])[C:26]([NH:28][C:29]3[S:30][CH:31]=[CH:32][N:33]=3)=[O:27])[C:17]=2[CH:16]=[CH:15][C:14]1=[O:45].[C:46]([OH:58])(=[O:57])[CH2:47][C:48]([CH2:53][C:54]([OH:56])=[O:55])([C:50]([OH:52])=[O:51])[OH:49]. The catalyst is C1COCC1. The product is [C:46]([OH:58])(=[O:57])[CH2:47][C:48]([CH2:53][C:54]([OH:56])=[O:55])([C:50]([OH:52])=[O:51])[OH:49].[F:5][C:6]1[CH:11]=[CH:10][CH:9]=[C:8]([F:12])[C:7]=1[N:13]1[C:18]2[N:19]=[C:20]([NH:38][CH2:39][C:40]3[NH:44][CH:43]=[CH:42][N:41]=3)[N:21]=[C:22]([C:23]3[CH:24]=[C:25]([CH:34]=[CH:35][C:36]=3[CH3:37])[C:26]([NH:28][C:29]3[S:30][CH:31]=[CH:32][N:33]=3)=[O:27])[C:17]=2[CH:16]=[CH:15][C:14]1=[O:45]. The yield is 0.614. (4) The reactants are [NH2:1][C:2]1[S:6][C:5]([CH:7]=[O:8])=[CH:4][C:3]=1[C:9]1[NH:13][N:12]=[CH:11][CH:10]=1.Cl[C:15]([O:18]C(=O)OC(Cl)(Cl)Cl)(Cl)Cl. The catalyst is C1(C)C=CC=CC=1.C1COCC1. The product is [O:18]=[C:15]1[N:13]2[N:12]=[CH:11][CH:10]=[C:9]2[C:3]2[CH:4]=[C:5]([CH:7]=[O:8])[S:6][C:2]=2[NH:1]1. The yield is 0.810.